Dataset: Catalyst prediction with 721,799 reactions and 888 catalyst types from USPTO. Task: Predict which catalyst facilitates the given reaction. Reactant: FC(F)(F)C(O)=O.[CH2:8]([C:10]1[C:18]2[C:13](=[CH:14][CH:15]=[CH:16][CH:17]=2)[N:12]([C:19]2[N:23]=[C:22]([CH:24]3[CH2:29][CH2:28][NH:27][CH2:26][CH2:25]3)[O:21][N:20]=2)[N:11]=1)[CH3:9].I[CH2:31][C@@H:32]1[CH2:36][CH2:35][N:34]([C:37]([O:39][C:40]([CH3:43])([CH3:42])[CH3:41])=[O:38])[CH2:33]1.C(=O)([O-])[O-].[K+].[K+].O. Product: [CH2:8]([C:10]1[C:18]2[C:13](=[CH:14][CH:15]=[CH:16][CH:17]=2)[N:12]([C:19]2[N:23]=[C:22]([CH:24]3[CH2:29][CH2:28][N:27]([CH2:31][C@@H:32]4[CH2:36][CH2:35][N:34]([C:37]([O:39][C:40]([CH3:41])([CH3:43])[CH3:42])=[O:38])[CH2:33]4)[CH2:26][CH2:25]3)[O:21][N:20]=2)[N:11]=1)[CH3:9]. The catalyst class is: 9.